Predict the product of the given reaction. From a dataset of Forward reaction prediction with 1.9M reactions from USPTO patents (1976-2016). Given the reactants [N:1]1[CH:6]=[CH:5][C:4]([NH:7][C:8](=[O:16])OC2C=CC=CC=2)=[CH:3][CH:2]=1.Cl.[C:18]([N:21]1[CH2:26][CH2:25][CH:24]([NH2:27])[CH2:23][CH2:22]1)(=[O:20])[CH3:19].C(N(CC)CC)C, predict the reaction product. The product is: [C:18]([N:21]1[CH2:26][CH2:25][CH:24]([NH:27][C:8]([NH:7][C:4]2[CH:3]=[CH:2][N:1]=[CH:6][CH:5]=2)=[O:16])[CH2:23][CH2:22]1)(=[O:20])[CH3:19].